Dataset: Forward reaction prediction with 1.9M reactions from USPTO patents (1976-2016). Task: Predict the product of the given reaction. Given the reactants O.C(O)(C(F)(F)F)=O.[Cl:9][C:10]1[CH:11]=[C:12]([CH:23]=[C:24]([Cl:50])[C:25]=1[CH2:26][C@@H:27]1[CH2:31][CH2:30][N:29]([N:32]2[CH2:37][CH2:36][CH:35]([O:38][Si](C(C)C)(C(C)C)C(C)C)[CH2:34][CH2:33]2)[C:28]1=[O:49])[O:13][C:14]1[CH:22]=[CH:21][C:17]([C:18]([NH2:20])=[O:19])=[CH:16][CH:15]=1.C(OCC)(=O)C, predict the reaction product. The product is: [Cl:9][C:10]1[CH:11]=[C:12]([CH:23]=[C:24]([Cl:50])[C:25]=1[CH2:26][C@@H:27]1[CH2:31][CH2:30][N:29]([N:32]2[CH2:37][CH2:36][CH:35]([OH:38])[CH2:34][CH2:33]2)[C:28]1=[O:49])[O:13][C:14]1[CH:22]=[CH:21][C:17]([C:18]([NH2:20])=[O:19])=[CH:16][CH:15]=1.